From a dataset of Reaction yield outcomes from USPTO patents with 853,638 reactions. Predict the reaction yield, written as a fraction of the theoretical maximum amount of product (1.0 means a 100% yield; for example, 0.34 means a 34% yield). (1) The reactants are [C:1]([CH2:3][C:4]([OH:6])=O)#[N:2].C(Cl)(=O)C(Cl)=O.[NH2:13][C:14]1[CH:19]=[C:18]([O:20][C:21]2[C:26]([Cl:27])=[CH:25][C:24]([NH:28][C:29]([N:31]3[CH2:35][CH2:34][N:33]([CH:36]4[CH2:41][CH2:40][O:39][CH2:38][CH2:37]4)[C:32]3=[O:42])=[O:30])=[C:23]([F:43])[CH:22]=2)[CH:17]=[CH:16][N:15]=1. The catalyst is C(Cl)Cl.CN(C=O)C.N1C=CC=CC=1. The product is [Cl:27][C:26]1[C:21]([O:20][C:18]2[CH:17]=[CH:16][N:15]=[C:14]([NH:13][C:4](=[O:6])[CH2:3][C:1]#[N:2])[CH:19]=2)=[CH:22][C:23]([F:43])=[C:24]([NH:28][C:29]([N:31]2[CH2:35][CH2:34][N:33]([CH:36]3[CH2:41][CH2:40][O:39][CH2:38][CH2:37]3)[C:32]2=[O:42])=[O:30])[CH:25]=1. The yield is 0.490. (2) The reactants are Br[C:2]1[CH:11]=[C:10]2[C:5]([CH:6]=[C:7]([NH:12][C:13]([CH:15]3[CH2:17][CH2:16]3)=[O:14])[N:8]=[CH:9]2)=[CH:4][CH:3]=1.[OH:18][CH2:19][C:20]1[CH:21]=[C:22](B(O)O)[CH:23]=[CH:24][CH:25]=1.C(=O)([O-])[O-].[Cs+].[Cs+].C(OCC)(=O)C. The catalyst is COCCOC.O.C1C=CC(P(C2C=CC=CC=2)[C-]2C=CC=C2)=CC=1.C1C=CC(P(C2C=CC=CC=2)[C-]2C=CC=C2)=CC=1.Cl[Pd]Cl.[Fe+2]. The product is [OH:18][CH2:19][C:20]1[CH:25]=[C:24]([C:2]2[CH:11]=[C:10]3[C:5]([CH:6]=[C:7]([NH:12][C:13]([CH:15]4[CH2:17][CH2:16]4)=[O:14])[N:8]=[CH:9]3)=[CH:4][CH:3]=2)[CH:23]=[CH:22][CH:21]=1. The yield is 0.130. (3) The reactants are O=[C:2]([CH:8]1[CH2:13][CH2:12][CH2:11][O:10][C:9]1=[O:14])[C:3]([O:5][CH2:6][CH3:7])=[O:4].Cl.[Br:16][C:17]1[CH:18]=[C:19]([NH:23][NH2:24])[CH:20]=[CH:21][CH:22]=1. No catalyst specified. The product is [Br:16][C:17]1[CH:18]=[C:19]([N:23]2[C:9]([OH:14])=[C:8]([CH2:13][CH2:12][CH2:11][OH:10])[C:2]([C:3]([O:5][CH2:6][CH3:7])=[O:4])=[N:24]2)[CH:20]=[CH:21][CH:22]=1. The yield is 0.630. (4) The reactants are C(=O)([O-])[O-].[Na+].[Na+].Br[C:8]1[CH:20]=[CH:19][C:11]([C:12]([O:14][C:15]([CH3:18])([CH3:17])[CH3:16])=[O:13])=[C:10]([N+:21]([O-:23])=[O:22])[CH:9]=1.[N:24]1[CH:29]=[CH:28][C:27](B(O)O)=[CH:26][CH:25]=1. The catalyst is C(COC)OC.O.C1C=CC(P(C2C=CC=CC=2)C2C=CC=CC=2)=CC=1.C1C=CC(P(C2C=CC=CC=2)C2C=CC=CC=2)=CC=1.Cl[Pd]Cl. The product is [N+:21]([C:10]1[CH:9]=[C:8]([C:27]2[CH:28]=[CH:29][N:24]=[CH:25][CH:26]=2)[CH:20]=[CH:19][C:11]=1[C:12]([O:14][C:15]([CH3:18])([CH3:17])[CH3:16])=[O:13])([O-:23])=[O:22]. The yield is 0.820. (5) The yield is 0.350. The catalyst is C1COCC1.S([O-])([O-])=O.[Na+].[Na+].CCOC(C)=O.O. The product is [Cl:1][C:2]1[CH:32]=[CH:31][C:5]([CH2:6][NH:7][C:8](=[O:30])[CH2:9][C@@H:10]2[CH2:44][C@H:42]([OH:45])[C@@H:43]([OH:37])[CH2:18][CH2:17][C:16](=[O:22])[O:15][C@H:14]([C:23]3[CH:28]=[CH:27][CH:26]=[CH:25][CH:24]=3)[CH2:13][NH:12][C:11]2=[O:29])=[CH:4][CH:3]=1. The reactants are [Cl:1][C:2]1[CH:32]=[CH:31][C:5]([CH2:6][NH:7][C:8](=[O:30])[CH2:9][C@@H:10]2CC=C[CH2:18][CH2:17][C:16](=[O:22])[O:15][C@H:14]([C:23]3[CH:28]=[CH:27][CH:26]=[CH:25][CH:24]=3)[CH2:13][NH:12][C:11]2=[O:29])=[CH:4][CH:3]=1.C[N+]1([O-])CC[O:37]CC1.C[C:42]([OH:45])([CH3:44])[CH3:43]. (6) The reactants are [F:1][C:2]1[CH:3]=[CH:4][C:5]([C:21]([CH3:33])([CH3:32])[CH2:22][C:23]([OH:31])([C:27]([F:30])([F:29])[F:28])[CH2:24][C:25]#[CH:26])=[C:6]([CH:20]=1)[C:7]([NH:9][C@H:10]([C:12]1[CH:17]=[CH:16][C:15]([O:18][CH3:19])=[CH:14][CH:13]=1)[CH3:11])=[O:8].C([NH:41][C:42]1[C:43](I)=[CH:44][C:45]([S:48]([CH3:51])(=[O:50])=[O:49])=[N:46][CH:47]=1)(OC(C)(C)C)=O.CN1CCCC1.N12CCCN=C1CCCCC2. The catalyst is C([O-])(=O)C.[Pd+2].C([O-])(=O)C.CO. The product is [CH3:51][S:48]([C:45]1[CH:44]=[C:43]2[CH:26]=[C:25]([CH2:24][C:23]([OH:31])([C:27]([F:29])([F:30])[F:28])[CH2:22][C:21]([C:5]3[CH:4]=[CH:3][C:2]([F:1])=[CH:20][C:6]=3[C:7]([NH:9][C@H:10]([C:12]3[CH:13]=[CH:14][C:15]([O:18][CH3:19])=[CH:16][CH:17]=3)[CH3:11])=[O:8])([CH3:32])[CH3:33])[NH:41][C:42]2=[CH:47][N:46]=1)(=[O:50])=[O:49]. The yield is 0.470.